From a dataset of NCI-60 drug combinations with 297,098 pairs across 59 cell lines. Regression. Given two drug SMILES strings and cell line genomic features, predict the synergy score measuring deviation from expected non-interaction effect. Drug 1: B(C(CC(C)C)NC(=O)C(CC1=CC=CC=C1)NC(=O)C2=NC=CN=C2)(O)O. Drug 2: N.N.Cl[Pt+2]Cl. Cell line: A498. Synergy scores: CSS=32.5, Synergy_ZIP=-5.31, Synergy_Bliss=-1.25, Synergy_Loewe=-12.4, Synergy_HSA=0.0820.